Dataset: Reaction yield outcomes from USPTO patents with 853,638 reactions. Task: Predict the reaction yield, written as a fraction of the theoretical maximum amount of product (1.0 means a 100% yield; for example, 0.34 means a 34% yield). (1) The product is [CH:12]1([CH2:15][CH2:16][N:6]2[CH:7]=[CH:8][C:3]([O:2][CH3:1])=[C:4]([C:10]#[N:11])[C:5]2=[O:9])[CH2:14][CH2:13]1. The reactants are [CH3:1][O:2][C:3]1[CH:8]=[CH:7][NH:6][C:5](=[O:9])[C:4]=1[C:10]#[N:11].[CH:12]1([CH2:15][CH2:16]OS(C)(=O)=O)[CH2:14][CH2:13]1.C(=O)([O-])[O-].[K+].[K+]. The catalyst is C(#N)C. The yield is 0.460. (2) The reactants are Br[C:2]1[C:3]([CH3:22])=[C:4]([N:8]2[CH2:16][C:15]3[C:10](=[CH:11][C:12]([C:17]([CH3:20])([CH3:19])[CH3:18])=[CH:13][CH:14]=3)[C:9]2=[O:21])[CH:5]=[CH:6][CH:7]=1.[CH3:23][C:24]1([CH3:40])[C:28]([CH3:30])([CH3:29])[O:27][B:26]([B:26]2[O:27][C:28]([CH3:30])([CH3:29])[C:24]([CH3:40])([CH3:23])[O:25]2)[O:25]1.C([O-])(=O)C.[K+].CC(C1C=C(C(C)C)C(C2C=CC=CC=2P(C2CCCCC2)C2CCCCC2)=C(C(C)C)C=1)C. The catalyst is C(OCC)(=O)C.O.C1C=CC(/C=C/C(/C=C/C2C=CC=CC=2)=O)=CC=1.C1C=CC(/C=C/C(/C=C/C2C=CC=CC=2)=O)=CC=1.C1C=CC(/C=C/C(/C=C/C2C=CC=CC=2)=O)=CC=1.[Pd].[Pd].O1CCOCC1. The product is [C:17]([C:12]1[CH:11]=[C:10]2[C:15]([CH2:16][N:8]([C:4]3[CH:5]=[CH:6][CH:7]=[C:2]([B:26]4[O:27][C:28]([CH3:30])([CH3:29])[C:24]([CH3:40])([CH3:23])[O:25]4)[C:3]=3[CH3:22])[C:9]2=[O:21])=[CH:14][CH:13]=1)([CH3:20])([CH3:19])[CH3:18]. The yield is 0.810. (3) The yield is 0.530. The reactants are Br[CH2:2][C:3]([C:5]1[CH:10]=[CH:9][C:8]([NH:11][C:12](=[O:15])[O:13][CH3:14])=[CH:7][CH:6]=1)=[O:4].CC(C1C=CC(N)=CC=1)=O.[OH-].[Na+].COC(Cl)=O. The catalyst is CCOC(C)=O.O.O1CCOCC1. The product is [CH3:14][O:13][C:12](=[O:15])[NH:11][C:8]1[CH:9]=[CH:10][C:5]([C:3](=[O:4])[CH3:2])=[CH:6][CH:7]=1. (4) The reactants are [Cl:1][CH2:2][C@H:3]1[C:11]2[C:10]3[CH:12]=[CH:13][CH:14]=[CH:15][C:9]=3[C:8]([OH:16])=[CH:7][C:6]=2[N:5]([C:17]([O:19][C:20]([CH3:23])([CH3:22])[CH3:21])=[O:18])[CH2:4]1.[CH2:24](Br)[C:25]1[CH:30]=[CH:29][CH:28]=[CH:27][CH:26]=1.[I-].[K+]. The catalyst is CN(C=O)C.C(OCC)(=O)C. The product is [CH2:24]([O:16][C:8]1[C:9]2[CH:15]=[CH:14][CH:13]=[CH:12][C:10]=2[C:11]2[C@H:3]([CH2:2][Cl:1])[CH2:4][N:5]([C:17]([O:19][C:20]([CH3:23])([CH3:22])[CH3:21])=[O:18])[C:6]=2[CH:7]=1)[C:25]1[CH:30]=[CH:29][CH:28]=[CH:27][CH:26]=1. The yield is 0.780. (5) The reactants are [Br:1][C:2]1[C:3]2[CH2:4][C@@H:5]3[CH2:14][NH:13][CH2:12][CH2:11][N:6]3[C:7]=2[CH:8]=[CH:9][CH:10]=1.[O:15]1[CH2:19][CH2:18][NH:17][C:16]1=[O:20].[CH2:21]=O. The catalyst is ClCCl.O. The product is [Br:1][C:2]1[C:3]2[CH2:4][C@@H:5]3[CH2:14][N:13]([CH2:21][N:17]4[CH2:18][CH2:19][O:15][C:16]4=[O:20])[CH2:12][CH2:11][N:6]3[C:7]=2[CH:8]=[CH:9][CH:10]=1. The yield is 0.820. (6) The reactants are F[P-](F)(F)(F)(F)F.N1(OC(N(C)C)=[N+](C)C)C2N=CC=CC=2N=N1.[C:25]([N:32]1[CH2:40][CH2:39][CH:35]([C:36]([OH:38])=O)[CH2:34][CH2:33]1)([O:27][C:28]([CH3:31])([CH3:30])[CH3:29])=[O:26].CN1CCOCC1.[NH2:48][C:49]1[N:50]=[CH:51][C:52](/[C:64](=[N:66]/[NH2:67])/[NH2:65])=[N:53][C:54]=1[C:55]1[O:56][C:57]([C:60]([CH3:63])([CH3:62])[CH3:61])=[N:58][N:59]=1. The catalyst is CC(N(C)C)=O. The product is [NH2:65]/[C:64](/[C:52]1[CH:51]=[N:50][C:49]([NH2:48])=[C:54]([C:55]2[O:56][C:57]([C:60]([CH3:63])([CH3:62])[CH3:61])=[N:58][N:59]=2)[N:53]=1)=[N:66]\[NH:67][C:36]([CH:35]1[CH2:34][CH2:33][N:32]([C:25]([O:27][C:28]([CH3:29])([CH3:30])[CH3:31])=[O:26])[CH2:40][CH2:39]1)=[O:38]. The yield is 0.950.